This data is from Full USPTO retrosynthesis dataset with 1.9M reactions from patents (1976-2016). The task is: Predict the reactants needed to synthesize the given product. (1) Given the product [F:1][C:2]1([CH2:16][O:17][C:21]2[CH:26]=[CH:25][C:24]([S:27]([NH2:30])(=[O:29])=[O:28])=[CH:23][C:22]=2[N+:31]([O-:33])=[O:32])[CH2:3][CH2:4][C:5]2([O:8][C:9]3[CH:15]=[CH:14][CH:13]=[CH:12][C:10]=3[O:11]2)[CH2:6][CH2:7]1, predict the reactants needed to synthesize it. The reactants are: [F:1][C:2]1([CH2:16][OH:17])[CH2:7][CH2:6][C:5]2([O:11][C:10]3[CH:12]=[CH:13][CH:14]=[CH:15][C:9]=3[O:8]2)[CH2:4][CH2:3]1.[H-].[Na+].F[C:21]1[CH:26]=[CH:25][C:24]([S:27]([NH2:30])(=[O:29])=[O:28])=[CH:23][C:22]=1[N+:31]([O-:33])=[O:32].[NH4+].[Cl-]. (2) Given the product [C:3]([O:7][C:8]([NH:10][C@@H:11]([CH2:24][CH2:25][CH3:26])[C:12]([O:18][CH2:19][CH3:20])([O:21][CH2:22][CH3:23])[C:13]([OH:15])=[O:14])=[O:9])([CH3:6])([CH3:5])[CH3:4], predict the reactants needed to synthesize it. The reactants are: [OH-].[K+].[C:3]([O:7][C:8]([NH:10][C@@H:11]([CH2:24][CH2:25][CH3:26])[C:12]([O:21][CH2:22][CH3:23])([O:18][CH2:19][CH3:20])[C:13]([O:15]CC)=[O:14])=[O:9])([CH3:6])([CH3:5])[CH3:4].ClCCl.Cl. (3) The reactants are: Cl.[C:2]([C:5]12[CH2:12][CH2:11][C:8]([CH2:13][NH2:14])([CH2:9][CH2:10]1)[CH2:7][CH2:6]2)([OH:4])=[O:3].O.[CH3:16][C:17]([O:20][C:21](ON=C(C1C=CC=CC=1)C#N)=[O:22])([CH3:19])[CH3:18]. Given the product [C:21]([CH:6]1[CH2:7][C:8]2([CH2:13][NH2:14])[CH2:11][CH2:12][C:5]1([C:2]([OH:4])=[O:3])[CH2:10][CH2:9]2)([O:20][C:17]([CH3:19])([CH3:18])[CH3:16])=[O:22], predict the reactants needed to synthesize it.